Regression. Given a peptide amino acid sequence and an MHC pseudo amino acid sequence, predict their binding affinity value. This is MHC class I binding data. From a dataset of Peptide-MHC class I binding affinity with 185,985 pairs from IEDB/IMGT. (1) The peptide sequence is KQMYRKFSR. The MHC is HLA-A33:01 with pseudo-sequence HLA-A33:01. The binding affinity (normalized) is 0.292. (2) The peptide sequence is WYKMWRVSK. The MHC is HLA-A02:11 with pseudo-sequence HLA-A02:11. The binding affinity (normalized) is 0.0847. (3) The peptide sequence is ANYNRWPYI. The MHC is H-2-Db with pseudo-sequence H-2-Db. The binding affinity (normalized) is 0.371. (4) The peptide sequence is EMSLADYLY. The MHC is HLA-A03:01 with pseudo-sequence HLA-A03:01. The binding affinity (normalized) is 0.0847. (5) The peptide sequence is PGNSGEETI. The MHC is Mamu-B01 with pseudo-sequence Mamu-B01. The binding affinity (normalized) is 0. (6) The peptide sequence is IMSIGFEAR. The MHC is HLA-A11:01 with pseudo-sequence HLA-A11:01. The binding affinity (normalized) is 0.256. (7) The peptide sequence is ALRSRWRAL. The MHC is BoLA-T2b with pseudo-sequence BoLA-T2b. The binding affinity (normalized) is 0.0641. (8) The peptide sequence is SLRPNDIVY. The MHC is SLA-20401 with pseudo-sequence SLA-20401. The binding affinity (normalized) is 0.349. (9) The binding affinity (normalized) is 0.335. The peptide sequence is KEPGVSRELL. The MHC is HLA-B40:01 with pseudo-sequence HLA-B40:01.